Dataset: Full USPTO retrosynthesis dataset with 1.9M reactions from patents (1976-2016). Task: Predict the reactants needed to synthesize the given product. (1) The reactants are: COCCOC.[CH2:7]([O:9][C:10](=[O:46])[C:11]([CH3:45])([CH3:44])[CH2:12][C:13]1[N:14]([CH2:28][C:29]2[CH:34]=[CH:33][C:32](B3OC(C)(C)C(C)(C)O3)=[CH:31][CH:30]=2)[C:15]2[C:20]([C:21]=1[S:22][C:23]([CH3:26])([CH3:25])[CH3:24])=[CH:19][C:18]([OH:27])=[CH:17][CH:16]=2)[CH3:8].Br[C:48]1[CH:49]=[CH:50][C:51]([O:54][CH2:55][CH3:56])=[N:52][CH:53]=1.C(=O)([O-])[O-].[K+].[K+]. Given the product [CH2:7]([O:9][C:10](=[O:46])[C:11]([CH3:45])([CH3:44])[CH2:12][C:13]1[N:14]([CH2:28][C:29]2[CH:34]=[CH:33][C:32]([C:48]3[CH:53]=[N:52][C:51]([O:54][CH2:55][CH3:56])=[CH:50][CH:49]=3)=[CH:31][CH:30]=2)[C:15]2[C:20]([C:21]=1[S:22][C:23]([CH3:26])([CH3:25])[CH3:24])=[CH:19][C:18]([OH:27])=[CH:17][CH:16]=2)[CH3:8], predict the reactants needed to synthesize it. (2) Given the product [C:11]([C:8]1[C:4]2[CH:3]=[C:2]([Br:1])[CH:10]=[CH:9][C:5]=2[S:6][CH:7]=1)(=[O:13])[CH3:12], predict the reactants needed to synthesize it. The reactants are: [Br:1][C:2]1[CH:10]=[CH:9][C:5]2[S:6][CH:7]=[CH:8][C:4]=2[CH:3]=1.[C:11](C1C2C=CC=C(Br)C=2SC=1)(=[O:13])[CH3:12]. (3) Given the product [ClH:20].[ClH:20].[C:8]1([N:14]2[CH2:19][CH2:18][N:17]([C:24]([O:23][CH2:22][C:21]3[CH:5]=[CH:4][N:3]=[CH:6][CH:7]=3)=[O:30])[CH2:16][CH2:15]2)[CH:13]=[CH:12][CH:11]=[CH:10][CH:9]=1, predict the reactants needed to synthesize it. The reactants are: C([N:3]([CH2:6][CH3:7])[CH2:4][CH3:5])C.[C:8]1([N:14]2[CH2:19][CH2:18][NH:17][CH2:16][CH2:15]2)[CH:13]=[CH:12][CH:11]=[CH:10][CH:9]=1.[ClH:20].[CH3:21][CH2:22][O:23][CH2:24]C.CN(C=[O:30])C.